From a dataset of TCR-epitope binding with 47,182 pairs between 192 epitopes and 23,139 TCRs. Binary Classification. Given a T-cell receptor sequence (or CDR3 region) and an epitope sequence, predict whether binding occurs between them. (1) The epitope is LEPLVDLPI. The TCR CDR3 sequence is CASSPGAGDYEQYF. Result: 1 (the TCR binds to the epitope). (2) The epitope is LSDDAVVCFNSTY. The TCR CDR3 sequence is CASSLIGRNEQFF. Result: 1 (the TCR binds to the epitope). (3) The epitope is PKYVKQNTLKLAT. The TCR CDR3 sequence is CASSPRRASSYNEQFF. Result: 0 (the TCR does not bind to the epitope). (4) The epitope is PKYVKQNTLKLAT. The TCR CDR3 sequence is CATQGVGGNTIYF. Result: 1 (the TCR binds to the epitope). (5) The epitope is EIYKRWII. The TCR CDR3 sequence is CASSKEHRGTEDYEQYF. Result: 1 (the TCR binds to the epitope).